Dataset: Forward reaction prediction with 1.9M reactions from USPTO patents (1976-2016). Task: Predict the product of the given reaction. (1) The product is: [CH3:10][S:9][CH2:8][CH2:7][C@H:3]([NH:2][C:36](=[O:37])[C@H:31]([CH2:32][CH:33]([CH3:34])[CH3:35])[NH:30][C@@H:13]([C:14]1[CH:15]=[CH:16][C:17]([C:20]2[CH:25]=[CH:24][C:23]([S:26]([CH3:29])(=[O:27])=[O:28])=[CH:22][CH:21]=2)=[CH:18][CH:19]=1)[C:12]([F:39])([F:40])[F:11])[C:4](=[O:6])[CH3:5]. Given the reactants Cl.[NH2:2][C@@H:3]([CH2:7][CH2:8][S:9][CH3:10])[C:4](=[O:6])[CH3:5].[F:11][C:12]([F:40])([F:39])[C@@H:13]([NH:30][C@H:31]([C:36](O)=[O:37])[CH2:32][CH:33]([CH3:35])[CH3:34])[C:14]1[CH:19]=[CH:18][C:17]([C:20]2[CH:25]=[CH:24][C:23]([S:26]([CH3:29])(=[O:28])=[O:27])=[CH:22][CH:21]=2)=[CH:16][CH:15]=1.F[P-](F)(F)(F)(F)F.N1(OC(N(C)C)=[N+](C)C)C2N=CC=CC=2N=N1.C(N(CC)CC)C, predict the reaction product. (2) Given the reactants [Cl:1][C:2]1[CH:3]=[N:4][CH:5]=[C:6]([Cl:28])[C:7]=1[NH:8][C:9]1[N:13]([CH3:14])[C:12]2[C:15]3[CH2:16][C:17]([CH3:27])([CH3:26])[O:18][C:19]=3[C:20]([C:22]([O:24]C)=O)=[CH:21][C:11]=2[N:10]=1.[CH:29]1([C:32]2[CH:38]=[CH:37][C:35]([NH2:36])=[CH:34][CH:33]=2)[CH2:31][CH2:30]1.C[Al](C)C, predict the reaction product. The product is: [CH:29]1([C:32]2[CH:38]=[CH:37][C:35]([NH:36][C:22]([C:20]3[C:19]4[O:18][C:17]([CH3:26])([CH3:27])[CH2:16][C:15]=4[C:12]4[N:13]([CH3:14])[C:9]([NH:8][C:7]5[C:2]([Cl:1])=[CH:3][N:4]=[CH:5][C:6]=5[Cl:28])=[N:10][C:11]=4[CH:21]=3)=[O:24])=[CH:34][CH:33]=2)[CH2:31][CH2:30]1. (3) Given the reactants Br[CH2:2][C:3]([C:5]1[CH:10]=[CH:9][CH:8]=[C:7]([F:11])[CH:6]=1)=O.[NH2:12][C:13]1[N:18]=[C:17]([NH2:19])[CH:16]=[CH:15][N:14]=1, predict the reaction product. The product is: [F:11][C:7]1[CH:6]=[C:5]([C:3]2[N:12]=[C:13]3[N:18]=[C:17]([NH2:19])[CH:16]=[CH:15][N:14]3[CH:2]=2)[CH:10]=[CH:9][CH:8]=1. (4) Given the reactants [F:1][C:2]1[CH:9]=[C:8]([N:10]2[CH2:15][CH2:14][O:13][CH2:12][CH2:11]2)[CH:7]=[CH:6][C:3]=1[C:4]#N.CC(C[AlH]CC(C)C)C.C1(C)C=CC=CC=1.[Cl-].[NH4+].[O:34]1CCCC1, predict the reaction product. The product is: [F:1][C:2]1[CH:9]=[C:8]([N:10]2[CH2:15][CH2:14][O:13][CH2:12][CH2:11]2)[CH:7]=[CH:6][C:3]=1[CH:4]=[O:34]. (5) Given the reactants F[P-](F)(F)(F)(F)F.N1(OC(N(C)C)=[N+](C)C)C2N=CC=CC=2N=N1.[O:25]1[C:30]2([CH2:35][CH2:34][N:33]([CH2:36][C:37]3[CH:38]=[C:39]([CH2:43][CH2:44][OH:45])[CH:40]=[CH:41][CH:42]=3)[CH2:32][CH2:31]2)[CH2:29][NH:28][CH2:27][CH2:26]1.[CH2:46]([C:50]1[S:51][CH:52]=[C:53]([C:55](O)=[O:56])[N:54]=1)[CH:47]([CH3:49])[CH3:48].C(N(CC)CC)C, predict the reaction product. The product is: [OH:45][CH2:44][CH2:43][C:39]1[CH:38]=[C:37]([CH:42]=[CH:41][CH:40]=1)[CH2:36][N:33]1[CH2:32][CH2:31][C:30]2([O:25][CH2:26][CH2:27][N:28]([C:55]([C:53]3[N:54]=[C:50]([CH2:46][CH:47]([CH3:49])[CH3:48])[S:51][CH:52]=3)=[O:56])[CH2:29]2)[CH2:35][CH2:34]1.